This data is from Merck oncology drug combination screen with 23,052 pairs across 39 cell lines. The task is: Regression. Given two drug SMILES strings and cell line genomic features, predict the synergy score measuring deviation from expected non-interaction effect. (1) Drug 1: CCN(CC)CCNC(=O)c1c(C)[nH]c(C=C2C(=O)Nc3ccc(F)cc32)c1C. Drug 2: O=C(O)C1(Cc2cccc(Nc3nccs3)n2)CCC(Oc2cccc(Cl)c2F)CC1. Cell line: KPL1. Synergy scores: synergy=9.15. (2) Drug 1: CN1C(=O)C=CC2(C)C3CCC4(C)C(NC(=O)OCC(F)(F)F)CCC4C3CCC12. Drug 2: CN(Cc1cnc2nc(N)nc(N)c2n1)c1ccc(C(=O)NC(CCC(=O)O)C(=O)O)cc1. Cell line: SKMEL30. Synergy scores: synergy=3.64.